From a dataset of Reaction yield outcomes from USPTO patents with 853,638 reactions. Predict the reaction yield, written as a fraction of the theoretical maximum amount of product (1.0 means a 100% yield; for example, 0.34 means a 34% yield). (1) The reactants are [CH2:1]([C:5]1[N:6]=[C:7]([CH3:27])[NH:8][C:9](=[O:26])[C:10]=1[CH2:11][C:12]1[CH:17]=[CH:16][C:15]([C:18]2[C:19]([C:24]#[N:25])=[CH:20][CH:21]=[CH:22][CH:23]=2)=[CH:14][CH:13]=1)[CH2:2][CH2:3][CH3:4].[H-].[Na+].Br[CH2:31][C:32]12[CH2:41][CH:36]3[CH2:37][CH:38]([CH2:40][CH:34]([CH2:35]3)[CH2:33]1)[CH2:39]2.[Cl-].O[NH3+:44].[C:45](=[O:48])([O-])[OH:46].[Na+]. The catalyst is C(OCC)(=O)C.CS(C)=O.CN(C)C=O. The product is [C:32]12([CH2:31][N:8]3[C:9](=[O:26])[C:10]([CH2:11][C:12]4[CH:17]=[CH:16][C:15]([C:18]5[CH:23]=[CH:22][CH:21]=[CH:20][C:19]=5[C:24]5[NH:44][C:45](=[O:48])[O:46][N:25]=5)=[CH:14][CH:13]=4)=[C:5]([CH2:1][CH2:2][CH2:3][CH3:4])[N:6]=[C:7]3[CH3:27])[CH2:41][CH:36]3[CH2:37][CH:38]([CH2:40][CH:34]([CH2:35]3)[CH2:33]1)[CH2:39]2. The yield is 0.190. (2) The reactants are [C:1]1([N:7]2[C:11]([NH2:12])=[CH:10][C:9]([C:13]3[CH:14]=[N:15][CH:16]=[CH:17][CH:18]=3)=[N:8]2)[CH:6]=[CH:5][CH:4]=[CH:3][CH:2]=1.C1N=CN([C:24](N2C=NC=C2)=[O:25])C=1.CCN(C(C)C)C(C)C.[F:40][C:41]1[CH:42]=[C:43]([C@@H:48]2[CH2:52][N:51]([CH2:53][CH2:54][O:55][CH3:56])[CH2:50][C@H:49]2[NH2:57])[CH:44]=[CH:45][C:46]=1[F:47]. The catalyst is CN(C=O)C. The product is [F:40][C:41]1[CH:42]=[C:43]([C@@H:48]2[CH2:52][N:51]([CH2:53][CH2:54][O:55][CH3:56])[CH2:50][C@H:49]2[NH:57][C:24]([NH:12][C:11]2[N:7]([C:1]3[CH:6]=[CH:5][CH:4]=[CH:3][CH:2]=3)[N:8]=[C:9]([C:13]3[CH:14]=[N:15][CH:16]=[CH:17][CH:18]=3)[CH:10]=2)=[O:25])[CH:44]=[CH:45][C:46]=1[F:47]. The yield is 0.730. (3) The reactants are [CH3:1][NH2:2].[CH2:3]([O:7][C:8]1[C:15]([O:16][CH3:17])=[CH:14][CH:13]=[CH:12][C:9]=1[CH:10]=O)[CH:4]([CH3:6])[CH3:5].[BH4-].[Na+]. The catalyst is CO. The product is [CH2:3]([O:7][C:8]1[C:15]([O:16][CH3:17])=[CH:14][CH:13]=[CH:12][C:9]=1[CH2:10][CH2:1][NH2:2])[CH:4]([CH3:6])[CH3:5]. The yield is 0.910. (4) The reactants are Br[C:2]1[CH:7]=[CH:6][CH:5]=[CH:4][C:3]=1[C:8](=[O:10])[CH3:9].[OH-:11].[Cs+]. The catalyst is C(OCC)(=O)C.CCCCCCC. The product is [OH:11][C:2]1[CH:7]=[CH:6][CH:5]=[CH:4][C:3]=1[C:8](=[O:10])[CH3:9]. The yield is 0.830. (5) The reactants are [Br:1][C:2]1[CH:7]=[CH:6][C:5]([NH:8][C:9]2[C:10]([CH:19]([OH:28])[CH2:20][Si](OC(C)C)(C)C)=[CH:11][C:12]3[NH:16][CH:15]=[N:14][C:13]=3[C:17]=2[F:18])=[C:4]([Cl:29])[CH:3]=1.[F-].[K+].[OH:32]O. The catalyst is CO.C1COCC1.O. The product is [Br:1][C:2]1[CH:7]=[CH:6][C:5]([NH:8][C:9]2[C:10]([CH:19]([OH:28])[CH2:20][OH:32])=[CH:11][C:12]3[NH:16][CH:15]=[N:14][C:13]=3[C:17]=2[F:18])=[C:4]([Cl:29])[CH:3]=1. The yield is 0.340.